Dataset: Reaction yield outcomes from USPTO patents with 853,638 reactions. Task: Predict the reaction yield, written as a fraction of the theoretical maximum amount of product (1.0 means a 100% yield; for example, 0.34 means a 34% yield). (1) The reactants are [OH:1][C@@H:2]1[CH2:7][CH2:6][C@H:5]([C:8]([O:10][CH3:11])=[O:9])[C@H:4]([O:12][CH3:13])[CH2:3]1.[CH3:14][S:15](Cl)(=[O:17])=[O:16]. The catalyst is ClCCl. The product is [CH3:13][O:12][C@@H:4]1[CH2:3][C@H:2]([O:1][S:15]([CH3:14])(=[O:17])=[O:16])[CH2:7][CH2:6][C@@H:5]1[C:8]([O:10][CH3:11])=[O:9]. The yield is 0.930. (2) The reactants are Cl.[NH2:2][OH:3].C(N(CC)CC)C.[Br:11][C:12]1[CH:13]=[C:14]([CH:17]=[C:18]([CH3:20])[CH:19]=1)[CH:15]=O. The catalyst is C(O)C. The product is [Br:11][C:12]1[CH:13]=[C:14]([CH:17]=[C:18]([CH3:20])[CH:19]=1)[CH:15]=[N:2][OH:3]. The yield is 0.910. (3) The reactants are Br[C:2]1[CH:7]=[CH:6][C:5]([NH:8][C@H:9]2[CH2:17][N:16]3[C@@H:11]([CH2:12][O:13][CH2:14][CH2:15]3)[CH2:10]2)=[C:4]([N+:18]([O-:20])=[O:19])[CH:3]=1.[F:21][C:22]1[CH:23]=[CH:24][C:25]2=[C:26]([CH:46]=1)[O:27][CH2:28][C:29]1[CH:45]=[CH:44][CH:43]=[CH:42][C:30]=1/[C:31]/2=[CH:32]\B1OC(C)(C)C(C)(C)O1.C1(P(C2C=CC=CC=2)C2C=CC=CC=2)C=CC=CC=1.C[O-].[Na+]. The catalyst is O1CCCC1.CO.C(OCC)(=O)C.[Cl-].[Na+].O.ClCCl.C(OCC)(=O)C.C([O-])(=O)C.[Pd+2].C([O-])(=O)C. The product is [F:21][C:22]1[CH:23]=[CH:24][C:25]2=[C:26]([CH:46]=1)[O:27][CH2:28][C:29]1[CH:45]=[CH:44][CH:43]=[CH:42][C:30]=1/[C:31]/2=[CH:32]\[C:2]1[CH:7]=[CH:6][C:5]([NH:8][C@H:9]2[CH2:17][N:16]3[C@@H:11]([CH2:12][O:13][CH2:14][CH2:15]3)[CH2:10]2)=[C:4]([N+:18]([O-:20])=[O:19])[CH:3]=1. The yield is 0.730. (4) The reactants are C[O-].[Na+].CCO.Cl.[N:8]1[CH2:12][CH2:11][CH2:10][C:9]=1[NH2:13].Br[C:15](=[CH:18]OCCC)[CH:16]=[O:17]. The catalyst is C(Cl)(Cl)Cl.C(N(CC)CC)C. The product is [N:13]1[C:15]([CH:16]=[O:17])=[CH:18][N:8]2[CH2:12][CH2:11][CH2:10][C:9]=12. The yield is 0.410. (5) The reactants are Br[C:2]1[CH:3]=[C:4]2[C:9](=[CH:10][CH:11]=1)[N:8]=[CH:7][C:6]([C:12](=[O:14])[CH3:13])=[C:5]2[NH:15][C@H:16]1[CH2:21][CH2:20][C@H:19]([CH2:22][N:23]([CH3:25])[CH3:24])[CH2:18][CH2:17]1.[Cl:26][C:27]1[CH:32]=[C:31](B2OC(C)(C)C(C)(C)O2)[CH:30]=[C:29]([F:42])[C:28]=1[OH:43]. No catalyst specified. The product is [Cl:26][C:27]1[CH:32]=[C:31]([C:2]2[CH:3]=[C:4]3[C:9](=[CH:10][CH:11]=2)[N:8]=[CH:7][C:6]([C:12](=[O:14])[CH3:13])=[C:5]3[NH:15][C@H:16]2[CH2:21][CH2:20][C@H:19]([CH2:22][N:23]([CH3:24])[CH3:25])[CH2:18][CH2:17]2)[CH:30]=[C:29]([F:42])[C:28]=1[OH:43]. The yield is 0.650. (6) The reactants are [CH2:1]([O:8][C:9]1[CH:17]=[C:16]2[C:12]([C@H:13]([CH2:30][Cl:31])[CH2:14][N:15]2[C:18](=[O:29])[CH2:19][CH2:20][CH2:21]C(OC(C)(C)C)=O)=[C:11]2[C:32]([CH3:35])=[CH:33][S:34][C:10]=12)[C:2]1[CH:7]=[CH:6][CH:5]=[CH:4][CH:3]=1.C(Cl)(=O)C(Cl)=O.[CH:42]1[C:54]2[CH:53]([CH2:55][O:56][C:57]([NH:59][C@@H:60]([CH3:86])[C:61]([NH:63][C:64]3[C:65]4[CH:85]=[CH:84][CH:83]=[CH:82][C:66]=4[C:67]4[C@H:68]([CH2:80][Cl:81])[CH2:69][N:70]([C:73](OC(C)(C)C)=[O:74])[C:71]=4[CH:72]=3)=[O:62])=[O:58])[C:52]3[C:47](=[CH:48][CH:49]=[CH:50][CH:51]=3)[C:46]=2[CH:45]=[CH:44][CH:43]=1. The catalyst is C(Cl)Cl.C(O)(C(F)(F)F)=O. The product is [CH2:1]([O:8][C:9]1[CH:17]=[C:16]2[C:12]([C@H:13]([CH2:30][Cl:31])[CH2:14][N:15]2[C:18](=[O:29])[CH2:19][CH2:20][CH2:21][C:73]([N:70]2[C:71]3[CH:72]=[C:64]([NH:63][C:61](=[O:62])[C@@H:60]([NH:59][C:57](=[O:58])[O:56][CH2:55][CH:53]4[C:54]5[CH:42]=[CH:43][CH:44]=[CH:45][C:46]=5[C:47]5[C:52]4=[CH:51][CH:50]=[CH:49][CH:48]=5)[CH3:86])[C:65]4[CH:85]=[CH:84][CH:83]=[CH:82][C:66]=4[C:67]=3[C@H:68]([CH2:80][Cl:81])[CH2:69]2)=[O:74])=[C:11]2[C:32]([CH3:35])=[CH:33][S:34][C:10]=12)[C:2]1[CH:7]=[CH:6][CH:5]=[CH:4][CH:3]=1. The yield is 0.540. (7) The reactants are [CH2:1]([O:8][C:9]1[CH:10]=[C:11]([C:16](Br)=[CH:17][N:18]=1)[C:12]([O:14][CH3:15])=[O:13])[C:2]1[CH:7]=[CH:6][CH:5]=[CH:4][CH:3]=1.[CH2:20]([O:22]/[CH:23]=[CH:24]/B1OC(C)(C)C(C)(C)O1)[CH3:21].C([O-])([O-])=O.[Na+].[Na+]. The catalyst is C1(C)C=CC=CC=1.CCO.O.CCOC(C)=O.C1C=CC([P]([Pd]([P](C2C=CC=CC=2)(C2C=CC=CC=2)C2C=CC=CC=2)([P](C2C=CC=CC=2)(C2C=CC=CC=2)C2C=CC=CC=2)[P](C2C=CC=CC=2)(C2C=CC=CC=2)C2C=CC=CC=2)(C2C=CC=CC=2)C2C=CC=CC=2)=CC=1. The product is [CH2:1]([O:8][C:9]1[CH:10]=[C:11]([C:16](/[CH:21]=[CH:20]/[O:22][CH2:23][CH3:24])=[CH:17][N:18]=1)[C:12]([O:14][CH3:15])=[O:13])[C:2]1[CH:7]=[CH:6][CH:5]=[CH:4][CH:3]=1. The yield is 0.820.